This data is from NCI-60 drug combinations with 297,098 pairs across 59 cell lines. The task is: Regression. Given two drug SMILES strings and cell line genomic features, predict the synergy score measuring deviation from expected non-interaction effect. Drug 1: C1CCC(C1)C(CC#N)N2C=C(C=N2)C3=C4C=CNC4=NC=N3. Drug 2: CS(=O)(=O)OCCCCOS(=O)(=O)C. Cell line: EKVX. Synergy scores: CSS=3.29, Synergy_ZIP=-0.334, Synergy_Bliss=-1.72, Synergy_Loewe=-21.4, Synergy_HSA=-4.39.